Regression. Given a peptide amino acid sequence and an MHC pseudo amino acid sequence, predict their binding affinity value. This is MHC class II binding data. From a dataset of Peptide-MHC class II binding affinity with 134,281 pairs from IEDB. (1) The peptide sequence is CVPKVTFTVEKGSNE. The binding affinity (normalized) is 0.0517. The MHC is HLA-DPA10301-DPB10402 with pseudo-sequence HLA-DPA10301-DPB10402. (2) The peptide sequence is GELQIVDKIFAAFKI. The MHC is DRB4_0101 with pseudo-sequence DRB4_0103. The binding affinity (normalized) is 0.339. (3) The peptide sequence is TLWQRPLVTIKIGGQLTEAL. The MHC is DRB1_0101 with pseudo-sequence DRB1_0101. The binding affinity (normalized) is 0.624. (4) The peptide sequence is SSNDLAKYKANWIEI. The MHC is DRB5_0101 with pseudo-sequence DRB5_0101. The binding affinity (normalized) is 0.442. (5) The peptide sequence is PWRYSVNANVSPELK. The MHC is DRB1_1101 with pseudo-sequence DRB1_1101. The binding affinity (normalized) is 0.128.